From a dataset of Peptide-MHC class II binding affinity with 134,281 pairs from IEDB. Regression. Given a peptide amino acid sequence and an MHC pseudo amino acid sequence, predict their binding affinity value. This is MHC class II binding data. (1) The peptide sequence is GKARTAWVDSGAQLG. The MHC is HLA-DQA10104-DQB10503 with pseudo-sequence HLA-DQA10104-DQB10503. The binding affinity (normalized) is 0.681. (2) The peptide sequence is MGGLWKYLNAVSLCIHHHHHH. The MHC is DRB5_0101 with pseudo-sequence DRB5_0101. The binding affinity (normalized) is 0.623. (3) The peptide sequence is KMIGGIGGFIKVRQYDQISI. The MHC is DRB4_0101 with pseudo-sequence DRB4_0103. The binding affinity (normalized) is 0.344. (4) The peptide sequence is APAAPANPGLII. The MHC is DRB1_0101 with pseudo-sequence DRB1_0101. The binding affinity (normalized) is 0.340. (5) The peptide sequence is GATVVIGTSKFYGGW. The MHC is DRB1_0101 with pseudo-sequence DRB1_0101. The binding affinity (normalized) is 0.495. (6) The peptide sequence is MTDPHAMRDMAGRFE. The MHC is DRB4_0101 with pseudo-sequence DRB4_0103. The binding affinity (normalized) is 0.125.